Task: Predict the reactants needed to synthesize the given product.. Dataset: Full USPTO retrosynthesis dataset with 1.9M reactions from patents (1976-2016) (1) The reactants are: [Br:1][C:2]1[CH:7]=[CH:6][N:5]=[C:4]([NH2:8])[CH:3]=1.C(O)C.Cl[CH:13]([CH:19]=O)[C:14]([O:16][CH2:17][CH3:18])=[O:15].C(=O)(O)[O-].[Na+]. Given the product [Br:1][C:2]1[CH:7]=[CH:6][N:5]2[C:13]([C:14]([O:16][CH2:17][CH3:18])=[O:15])=[CH:19][N:8]=[C:4]2[CH:3]=1, predict the reactants needed to synthesize it. (2) Given the product [Cl:29][C:17]1[CH:16]=[C:15]([NH:14][C:12]2[N:11]=[CH:10][N:9]=[C:8]3[NH:7][N:6]=[C:5]([O:4][CH2:3][CH2:2][N:34]4[CH2:35][CH2:36][CH:31]([OH:30])[CH2:32][CH2:33]4)[C:13]=23)[CH:20]=[CH:19][C:18]=1[O:21][C:22]1[CH:23]=[N:24][C:25]([CH3:28])=[CH:26][CH:27]=1, predict the reactants needed to synthesize it. The reactants are: Cl[CH2:2][CH2:3][O:4][C:5]1[C:13]2[C:8](=[N:9][CH:10]=[N:11][C:12]=2[NH:14][C:15]2[CH:20]=[CH:19][C:18]([O:21][C:22]3[CH:23]=[N:24][C:25]([CH3:28])=[CH:26][CH:27]=3)=[C:17]([Cl:29])[CH:16]=2)[NH:7][N:6]=1.[OH:30][CH:31]1[CH2:36][CH2:35][NH:34][CH2:33][CH2:32]1.